From a dataset of Peptide-MHC class I binding affinity with 185,985 pairs from IEDB/IMGT. Regression. Given a peptide amino acid sequence and an MHC pseudo amino acid sequence, predict their binding affinity value. This is MHC class I binding data. (1) The peptide sequence is IPQCLDSWWTSL. The MHC is H-2-Ld with pseudo-sequence H-2-Ld. The binding affinity (normalized) is 0.704. (2) The peptide sequence is FAPDRVGAL. The MHC is HLA-C07:01 with pseudo-sequence HLA-C07:01. The binding affinity (normalized) is 0.303. (3) The peptide sequence is KSQVLQQSTY. The MHC is HLA-A23:01 with pseudo-sequence HLA-A23:01. The binding affinity (normalized) is 0.0229. (4) The peptide sequence is PTPVNIIGRNL. The MHC is HLA-A24:02 with pseudo-sequence HLA-A24:02. The binding affinity (normalized) is 0.